Dataset: Forward reaction prediction with 1.9M reactions from USPTO patents (1976-2016). Task: Predict the product of the given reaction. (1) Given the reactants [Si:1]([O:8][CH2:9][CH:10]1[CH2:15][N:14]2[N:16]=[C:17]([I:24])[C:18]([C:19]([O:21][CH2:22][CH3:23])=[O:20])=[C:13]2[C:12](=O)[NH:11]1)([C:4]([CH3:7])([CH3:6])[CH3:5])([CH3:3])[CH3:2].C(O)C, predict the reaction product. The product is: [Si:1]([O:8][CH2:9][CH:10]1[CH2:15][N:14]2[N:16]=[C:17]([I:24])[C:18]([C:19]([O:21][CH2:22][CH3:23])=[O:20])=[C:13]2[CH2:12][NH:11]1)([C:4]([CH3:7])([CH3:6])[CH3:5])([CH3:2])[CH3:3]. (2) Given the reactants [Cl:1][C:2]1[C:10]2[N:9]=[C:8]([C:11]([F:14])([F:13])[F:12])[N:7]([CH2:15][C:16]([OH:18])=O)[C:6]=2[CH:5]=[CH:4][C:3]=1[C:19]#[N:20].[N:21]1[CH:26]=[CH:25][CH:24]=[CH:23][C:22]=1[C:27]([NH:29][NH2:30])=O, predict the reaction product. The product is: [Cl:1][C:2]1[C:10]2[N:9]=[C:8]([C:11]([F:12])([F:13])[F:14])[N:7]([CH2:15][C:16]3[O:18][C:27]([C:22]4[CH:23]=[CH:24][CH:25]=[CH:26][N:21]=4)=[N:29][N:30]=3)[C:6]=2[CH:5]=[CH:4][C:3]=1[C:19]#[N:20]. (3) Given the reactants C([O:3][C:4](=O)[C:5]([CH2:17][CH:18]1[CH2:23][CH2:22][CH2:21][CH2:20][CH2:19]1)([OH:16])[CH2:6][C:7]([CH3:15])([C:9]1[CH:14]=[CH:13][CH:12]=[CH:11][CH:10]=1)[CH3:8])C.[H-].[Al+3].[Li+].[H-].[H-].[H-], predict the reaction product. The product is: [CH:18]1([CH2:17][C:5]([OH:16])([CH2:6][C:7]([CH3:8])([C:9]2[CH:10]=[CH:11][CH:12]=[CH:13][CH:14]=2)[CH3:15])[CH2:4][OH:3])[CH2:19][CH2:20][CH2:21][CH2:22][CH2:23]1. (4) Given the reactants [O-]P([O-])([O-])=O.[K+].[K+].[K+].[NH:9]1[CH2:14][CH2:13][O:12][CH2:11][CH2:10]1.I[C:16]1[CH:21]=[CH:20][CH:19]=[CH:18][CH:17]=1.C(O)CO, predict the reaction product. The product is: [C:16]1([N:9]2[CH2:14][CH2:13][O:12][CH2:11][CH2:10]2)[CH:21]=[CH:20][CH:19]=[CH:18][CH:17]=1.